This data is from Full USPTO retrosynthesis dataset with 1.9M reactions from patents (1976-2016). The task is: Predict the reactants needed to synthesize the given product. Given the product [Cl:10][S:11]([C:5]1[S:1][C:2]([C:6]([O:8][CH3:9])=[O:7])=[CH:3][CH:4]=1)(=[O:13])=[O:12], predict the reactants needed to synthesize it. The reactants are: [S:1]1[CH:5]=[CH:4][CH:3]=[C:2]1[C:6]([O:8][CH3:9])=[O:7].[Cl:10][S:11](O)(=[O:13])=[O:12].N1C=CC=CC=1.P(Cl)(Cl)(Cl)(Cl)Cl.